From a dataset of NCI-60 drug combinations with 297,098 pairs across 59 cell lines. Regression. Given two drug SMILES strings and cell line genomic features, predict the synergy score measuring deviation from expected non-interaction effect. (1) Cell line: LOX IMVI. Drug 2: C(CN)CNCCSP(=O)(O)O. Synergy scores: CSS=4.03, Synergy_ZIP=-1.64, Synergy_Bliss=0.845, Synergy_Loewe=0.252, Synergy_HSA=0.762. Drug 1: C1CCC(C(C1)N)N.C(=O)(C(=O)[O-])[O-].[Pt+4]. (2) Synergy scores: CSS=26.6, Synergy_ZIP=-15.9, Synergy_Bliss=-19.7, Synergy_Loewe=-16.0, Synergy_HSA=-15.2. Drug 2: C1CCC(C(C1)N)N.C(=O)(C(=O)[O-])[O-].[Pt+4]. Cell line: HS 578T. Drug 1: CCCCC(=O)OCC(=O)C1(CC(C2=C(C1)C(=C3C(=C2O)C(=O)C4=C(C3=O)C=CC=C4OC)O)OC5CC(C(C(O5)C)O)NC(=O)C(F)(F)F)O. (3) Drug 1: C1=NC2=C(N=C(N=C2N1C3C(C(C(O3)CO)O)O)F)N. Drug 2: C#CCC(CC1=CN=C2C(=N1)C(=NC(=N2)N)N)C3=CC=C(C=C3)C(=O)NC(CCC(=O)O)C(=O)O. Cell line: LOX IMVI. Synergy scores: CSS=58.8, Synergy_ZIP=7.20, Synergy_Bliss=-1.19, Synergy_Loewe=-3.93, Synergy_HSA=-2.38. (4) Drug 2: CCCCCOC(=O)NC1=NC(=O)N(C=C1F)C2C(C(C(O2)C)O)O. Synergy scores: CSS=4.78, Synergy_ZIP=-0.554, Synergy_Bliss=-5.64, Synergy_Loewe=-2.37, Synergy_HSA=-2.85. Cell line: HOP-62. Drug 1: C1=CC(=CC=C1C#N)C(C2=CC=C(C=C2)C#N)N3C=NC=N3.